From a dataset of Catalyst prediction with 721,799 reactions and 888 catalyst types from USPTO. Predict which catalyst facilitates the given reaction. (1) Reactant: C(=O)([O-])[O-].[K+].[K+].Cl.[N:8]12[CH2:15][CH2:14][CH:11]([CH2:12][CH2:13]1)[C@@H:10]([C:16]([Cl:18])=[O:17])[CH2:9]2.[NH2:19][C:20]1[CH:25]=[CH:24][C:23]([C:26]2[CH:31]=[CH:30][C:29]([N+:32]([O-:34])=[O:33])=[CH:28][CH:27]=2)=[CH:22][CH:21]=1.O1CCOCC1. Product: [ClH:18].[N+:32]([C:29]1[CH:28]=[CH:27][C:26]([C:23]2[CH:24]=[CH:25][C:20]([NH:19][C:16]([C@@H:10]3[CH:11]4[CH2:14][CH2:15][N:8]([CH2:13][CH2:12]4)[CH2:9]3)=[O:17])=[CH:21][CH:22]=2)=[CH:31][CH:30]=1)([O-:34])=[O:33]. The catalyst class is: 3. (2) Reactant: [C:1]([C:3]1[CH:4]=[C:5]([C:14]2[O:18][N:17]=[C:16]([C:19]3[CH:27]=[CH:26][C:25]4[N:24]5[CH2:28][CH2:29][CH:30]([CH2:31][C:32]([O:34]C(C)(C)C)=[O:33])[C:23]5=[CH:22][C:21]=4[CH:20]=3)[N:15]=2)[CH:6]=[C:7]([O:9][C:10]([F:13])([F:12])[F:11])[CH:8]=1)#[N:2].C1(SC)C=CC=CC=1.FC(F)(F)C(O)=O. Product: [C:1]([C:3]1[CH:4]=[C:5]([C:14]2[O:18][N:17]=[C:16]([C:19]3[CH:27]=[CH:26][C:25]4[N:24]5[CH2:28][CH2:29][CH:30]([CH2:31][C:32]([OH:34])=[O:33])[C:23]5=[CH:22][C:21]=4[CH:20]=3)[N:15]=2)[CH:6]=[C:7]([O:9][C:10]([F:13])([F:11])[F:12])[CH:8]=1)#[N:2]. The catalyst class is: 4.